This data is from Peptide-MHC class II binding affinity with 134,281 pairs from IEDB. The task is: Regression. Given a peptide amino acid sequence and an MHC pseudo amino acid sequence, predict their binding affinity value. This is MHC class II binding data. (1) The binding affinity (normalized) is 0.519. The peptide sequence is NLSNVLATITTGVLDI. The MHC is DRB1_0101 with pseudo-sequence DRB1_0101. (2) The peptide sequence is GTVVMQVKVSKGAPC. The MHC is DRB1_1301 with pseudo-sequence DRB1_1301. The binding affinity (normalized) is 0.648. (3) The peptide sequence is EKKCFAATQFEPLAA. The MHC is HLA-DPA10103-DPB10401 with pseudo-sequence HLA-DPA10103-DPB10401. The binding affinity (normalized) is 0.920.